Task: Predict the product of the given reaction.. Dataset: Forward reaction prediction with 1.9M reactions from USPTO patents (1976-2016) (1) Given the reactants Br[C:2]1[CH:3]=[C:4]2[C@@:15]3([CH2:19][O:18][C:17]([NH2:20])=[N:16]3)[C:14]3[C:9](=[N:10][CH:11]=[C:12]([O:21][CH2:22][C:23]([CH3:26])([CH3:25])[CH3:24])[CH:13]=3)[O:8][C:5]2=[CH:6][CH:7]=1.CN(C=O)C.C(NC(C)C)(C)C.C[Si](C)(C)[C:41]#[C:42][C:43]1([CH3:47])[CH2:46][O:45][CH2:44]1, predict the reaction product. The product is: [CH3:47][C:43]1([C:42]#[C:41][C:2]2[CH:3]=[C:4]3[C@@:15]4([CH2:19][O:18][C:17]([NH2:20])=[N:16]4)[C:14]4[C:9](=[N:10][CH:11]=[C:12]([O:21][CH2:22][C:23]([CH3:26])([CH3:24])[CH3:25])[CH:13]=4)[O:8][C:5]3=[CH:6][CH:7]=2)[CH2:46][O:45][CH2:44]1. (2) Given the reactants [C:1]1([CH3:20])[CH:6]=[CH:5][C:4]([O:7][CH:8]([C:10]2[CH:19]=[CH:18][C:13]([C:14]([O:16]C)=[O:15])=[CH:12][CH:11]=2)[CH3:9])=[CH:3][CH:2]=1.O.[OH-].[Li+].O1CCCC1.CO, predict the reaction product. The product is: [C:1]1([CH3:20])[CH:2]=[CH:3][C:4]([O:7][CH:8]([C:10]2[CH:11]=[CH:12][C:13]([C:14]([OH:16])=[O:15])=[CH:18][CH:19]=2)[CH3:9])=[CH:5][CH:6]=1. (3) Given the reactants [CH:1]1([CH2:4][CH:5]([C:7]2[CH:12]=[CH:11][C:10]([C:13]3[CH:18]=[CH:17][C:16]([C:19]([F:22])([F:21])[F:20])=[CH:15][CH:14]=3)=[CH:9][CH:8]=2)[NH2:6])[CH2:3][CH2:2]1.F[C:24]1[CH:33]=[CH:32][C:27]([C:28]([O:30][CH3:31])=[O:29])=[CH:26][N:25]=1.C(=O)([O-])[O-].[K+].[K+], predict the reaction product. The product is: [CH:1]1([CH2:4][CH:5]([NH:6][C:24]2[CH:33]=[CH:32][C:27]([C:28]([O:30][CH3:31])=[O:29])=[CH:26][N:25]=2)[C:7]2[CH:12]=[CH:11][C:10]([C:13]3[CH:14]=[CH:15][C:16]([C:19]([F:20])([F:21])[F:22])=[CH:17][CH:18]=3)=[CH:9][CH:8]=2)[CH2:3][CH2:2]1. (4) Given the reactants [Cl:1][C:2]1[CH:9]=[C:8]([OH:10])[CH:7]=[CH:6][C:3]=1[CH:4]=[O:5].[Cl:11][C:12]1[CH:13]=[C:14]([CH:17]=[CH:18][C:19]=1[Cl:20])[CH2:15]O.C1(P(C2C=CC=CC=2)C2C=CC=CC=2)C=CC=CC=1.C1(C)C=CC=CC=1.N(C(OCC)=O)=NC(OCC)=O, predict the reaction product. The product is: [Cl:1][C:2]1[CH:9]=[C:8]([O:10][CH2:15][C:14]2[CH:17]=[CH:18][C:19]([Cl:20])=[C:12]([Cl:11])[CH:13]=2)[CH:7]=[CH:6][C:3]=1[CH:4]=[O:5]. (5) The product is: [CH3:15][O:11][C:10](=[O:12])[CH2:9][CH2:8][C:4]1[CH:5]=[N:6][CH:7]=[C:2]([Br:1])[CH:3]=1. Given the reactants [Br:1][C:2]1[CH:3]=[C:4]([CH:8]=[CH:9][C:10]([O-:12])=[O:11])[CH:5]=[N:6][CH:7]=1.[BH4-].[Na+].[C:15](OCC)(=O)C, predict the reaction product. (6) Given the reactants [CH:1]1([C:5](Cl)=[O:6])[CH2:4][CH2:3][CH2:2]1.C(N(CC)CC)C.[NH2:15][C@H:16]1[CH2:20][CH2:19][N:18]([C:21]([O:23][C:24]([CH3:27])([CH3:26])[CH3:25])=[O:22])[CH2:17]1, predict the reaction product. The product is: [CH:1]1([C:5]([NH:15][C@H:16]2[CH2:20][CH2:19][N:18]([C:21]([O:23][C:24]([CH3:27])([CH3:26])[CH3:25])=[O:22])[CH2:17]2)=[O:6])[CH2:4][CH2:3][CH2:2]1. (7) Given the reactants [C:1]([CH2:3]P(=O)(OCC)OCC)#[N:2].C([Li])CCC.[C:17]([CH:21]1[CH2:26][CH2:25][C:24](=O)[CH2:23][CH2:22]1)([CH3:20])([CH3:19])[CH3:18].C(O)(=O)CC(CC(O)=O)(C(O)=O)O, predict the reaction product. The product is: [C:17]([CH:21]1[CH2:26][CH2:25][C:24](=[CH:3][C:1]#[N:2])[CH2:23][CH2:22]1)([CH3:20])([CH3:19])[CH3:18].